Dataset: Forward reaction prediction with 1.9M reactions from USPTO patents (1976-2016). Task: Predict the product of the given reaction. (1) The product is: [CH3:42][N:34]1[C:35]2[C:40](=[CH:39][CH:38]=[CH:37][CH:36]=2)[CH:41]=[C:32]([CH2:31][N:9]([CH2:10][CH:11]([C:12]2[CH:17]=[CH:16][CH:15]=[CH:14][CH:13]=2)[CH:18]2[CH2:23][CH2:22][NH:21][CH2:20][CH2:19]2)[C:7]([CH:1]2[CH2:2][CH2:3][CH2:4][CH2:5][CH2:6]2)=[O:8])[C:33]1=[O:43]. Given the reactants [CH:1]1([C:7]([N:9]([CH2:31][C:32]2[C:33](=[O:43])[N:34]([CH3:42])[C:35]3[C:40]([CH:41]=2)=[CH:39][CH:38]=[CH:37][CH:36]=3)[CH2:10][CH:11]([CH:18]2[CH2:23][CH2:22][N:21](C(OC(C)(C)C)=O)[CH2:20][CH2:19]2)[C:12]2[CH:17]=[CH:16][CH:15]=[CH:14][CH:13]=2)=[O:8])[CH2:6][CH2:5][CH2:4][CH2:3][CH2:2]1.Cl.O1CCOCC1, predict the reaction product. (2) Given the reactants F[C:2]1[CH:7]=[CH:6][C:5]([C:8]2[O:9][C:10]3[CH:16]=[CH:15][CH:14]=[CH:13][C:11]=3[N:12]=2)=[CH:4][C:3]=1[N+:17]([O-])=O.C(=O)([O-])[O-].[K+].[K+].[C:26]1([CH2:32][CH2:33][CH2:34][NH2:35])[CH:31]=[CH:30][CH:29]=[CH:28][CH:27]=1.[H][H].CO[C:40](OC)(OC)[CH3:41], predict the reaction product. The product is: [O:9]1[C:10]2[CH:16]=[CH:15][CH:14]=[CH:13][C:11]=2[N:12]=[C:8]1[C:5]1[CH:6]=[CH:7][C:2]2[N:35]([CH2:34][CH2:33][CH2:32][C:26]3[CH:31]=[CH:30][CH:29]=[CH:28][CH:27]=3)[C:40]([CH3:41])=[N:17][C:3]=2[CH:4]=1.